Dataset: Full USPTO retrosynthesis dataset with 1.9M reactions from patents (1976-2016). Task: Predict the reactants needed to synthesize the given product. (1) Given the product [Cl:2][C:3]1[CH:8]=[CH:7][CH:6]=[C:5]([Cl:9])[C:4]=1[N:10]1[C:21](=[O:20])[C:22]([C:23]([O:25][CH2:26][CH3:27])=[O:24])=[CH:28][NH:11]1, predict the reactants needed to synthesize it. The reactants are: Cl.[Cl:2][C:3]1[CH:8]=[CH:7][CH:6]=[C:5]([Cl:9])[C:4]=1[NH:10][NH2:11].C(=O)([O-])[O-].[K+].[K+].C([O:20][CH:21]=[C:22]([C:28](OCC)=O)[C:23]([O:25][CH2:26][CH3:27])=[O:24])C. (2) Given the product [Cl:1][C:2]1[N:7]=[C:6]([F:8])[C:5]([O:9][CH2:16][O:17][CH3:18])=[CH:4][CH:3]=1, predict the reactants needed to synthesize it. The reactants are: [Cl:1][C:2]1[N:7]=[C:6]([F:8])[C:5]([OH:9])=[CH:4][CH:3]=1.C([O-])([O-])=O.[K+].[K+].[CH2:16](Cl)[O:17][CH3:18]. (3) Given the product [OH:14][CH2:13][C@@H:12]1[CH2:16][CH2:17][CH2:18][N:11]1[C:9]([O:8][CH2:1][C:2]1[CH:7]=[CH:6][CH:5]=[CH:4][CH:3]=1)=[O:10], predict the reactants needed to synthesize it. The reactants are: [CH2:1]([O:8][C:9]([N:11]1[CH2:18][CH2:17][CH2:16][C@H:12]1[C:13](O)=[O:14])=[O:10])[C:2]1[CH:7]=[CH:6][CH:5]=[CH:4][CH:3]=1.